Dataset: Kir2.1 potassium channel HTS with 301,493 compounds. Task: Binary Classification. Given a drug SMILES string, predict its activity (active/inactive) in a high-throughput screening assay against a specified biological target. The drug is O=C1N(CCC1)c1cc(C(=O)NCCCN2CCCC2)ccc1. The result is 0 (inactive).